Regression. Given two drug SMILES strings and cell line genomic features, predict the synergy score measuring deviation from expected non-interaction effect. From a dataset of NCI-60 drug combinations with 297,098 pairs across 59 cell lines. (1) Drug 1: C1=CC(=C2C(=C1NCCNCCO)C(=O)C3=C(C=CC(=C3C2=O)O)O)NCCNCCO. Drug 2: CN(C(=O)NC(C=O)C(C(C(CO)O)O)O)N=O. Cell line: EKVX. Synergy scores: CSS=11.2, Synergy_ZIP=-7.19, Synergy_Bliss=-3.43, Synergy_Loewe=-34.6, Synergy_HSA=-2.23. (2) Drug 1: CC1CCC2CC(C(=CC=CC=CC(CC(C(=O)C(C(C(=CC(C(=O)CC(OC(=O)C3CCCCN3C(=O)C(=O)C1(O2)O)C(C)CC4CCC(C(C4)OC)OCCO)C)C)O)OC)C)C)C)OC. Drug 2: CCC1(CC2CC(C3=C(CCN(C2)C1)C4=CC=CC=C4N3)(C5=C(C=C6C(=C5)C78CCN9C7C(C=CC9)(C(C(C8N6C)(C(=O)OC)O)OC(=O)C)CC)OC)C(=O)OC)O.OS(=O)(=O)O. Cell line: IGROV1. Synergy scores: CSS=18.9, Synergy_ZIP=-7.29, Synergy_Bliss=-2.97, Synergy_Loewe=-3.22, Synergy_HSA=-2.70. (3) Synergy scores: CSS=73.6, Synergy_ZIP=9.07, Synergy_Bliss=7.91, Synergy_Loewe=8.18, Synergy_HSA=8.50. Cell line: MOLT-4. Drug 1: CC1OCC2C(O1)C(C(C(O2)OC3C4COC(=O)C4C(C5=CC6=C(C=C35)OCO6)C7=CC(=C(C(=C7)OC)O)OC)O)O. Drug 2: CC1CCCC2(C(O2)CC(NC(=O)CC(C(C(=O)C(C1O)C)(C)C)O)C(=CC3=CSC(=N3)C)C)C. (4) Drug 1: CC1=C2C(C(=O)C3(C(CC4C(C3C(C(C2(C)C)(CC1OC(=O)C(C(C5=CC=CC=C5)NC(=O)OC(C)(C)C)O)O)OC(=O)C6=CC=CC=C6)(CO4)OC(=O)C)OC)C)OC. Drug 2: C1CC(C1)(C(=O)O)C(=O)O.[NH2-].[NH2-].[Pt+2]. Cell line: A498. Synergy scores: CSS=45.2, Synergy_ZIP=0.791, Synergy_Bliss=3.89, Synergy_Loewe=0.0594, Synergy_HSA=6.75. (5) Drug 1: C1CCC(C1)C(CC#N)N2C=C(C=N2)C3=C4C=CNC4=NC=N3. Drug 2: CN(C(=O)NC(C=O)C(C(C(CO)O)O)O)N=O. Cell line: IGROV1. Synergy scores: CSS=3.65, Synergy_ZIP=-3.03, Synergy_Bliss=-3.65, Synergy_Loewe=-9.94, Synergy_HSA=-2.85. (6) Drug 1: CC12CCC(CC1=CCC3C2CCC4(C3CC=C4C5=CN=CC=C5)C)O. Drug 2: CC1=C(C=C(C=C1)C(=O)NC2=CC(=CC(=C2)C(F)(F)F)N3C=C(N=C3)C)NC4=NC=CC(=N4)C5=CN=CC=C5. Cell line: HCT116. Synergy scores: CSS=5.09, Synergy_ZIP=-1.63, Synergy_Bliss=-1.16, Synergy_Loewe=-1.20, Synergy_HSA=-1.99. (7) Drug 1: CC1C(C(CC(O1)OC2CC(CC3=C2C(=C4C(=C3O)C(=O)C5=C(C4=O)C(=CC=C5)OC)O)(C(=O)C)O)N)O.Cl. Drug 2: C1=NC2=C(N1)C(=S)N=CN2. Cell line: MDA-MB-435. Synergy scores: CSS=9.23, Synergy_ZIP=-13.3, Synergy_Bliss=-21.4, Synergy_Loewe=-25.0, Synergy_HSA=-22.6. (8) Drug 1: C1=C(C(=O)NC(=O)N1)F. Drug 2: CN(CC1=CN=C2C(=N1)C(=NC(=N2)N)N)C3=CC=C(C=C3)C(=O)NC(CCC(=O)O)C(=O)O. Cell line: UACC62. Synergy scores: CSS=28.8, Synergy_ZIP=-9.95, Synergy_Bliss=-10.2, Synergy_Loewe=-3.49, Synergy_HSA=-3.12. (9) Drug 1: C1CN(P(=O)(OC1)NCCCl)CCCl. Drug 2: C1C(C(OC1N2C=NC(=NC2=O)N)CO)O. Cell line: 786-0. Synergy scores: CSS=-0.329, Synergy_ZIP=0.105, Synergy_Bliss=1.28, Synergy_Loewe=-1.55, Synergy_HSA=-0.0590.